From a dataset of Reaction yield outcomes from USPTO patents with 853,638 reactions. Predict the reaction yield, written as a fraction of the theoretical maximum amount of product (1.0 means a 100% yield; for example, 0.34 means a 34% yield). (1) The reactants are Br[C:2]1[C:7]([CH3:8])=[CH:6][C:5]([Br:9])=[CH:4][N:3]=1.[CH3:10][O:11][C:12]1[CH:13]=[C:14](B(O)O)[CH:15]=[CH:16][CH:17]=1. No catalyst specified. The product is [Br:9][C:5]1[CH:6]=[C:7]([CH3:8])[C:2]([C:16]2[CH:15]=[CH:14][CH:13]=[C:12]([O:11][CH3:10])[CH:17]=2)=[N:3][CH:4]=1. The yield is 0.230. (2) The reactants are [CH3:1][C:2]1[N:7]=[C:6]([CH2:8]O)[CH:5]=[CH:4][CH:3]=1.P(Br)(Br)[Br:11]. The catalyst is C1COCC1. The product is [Br:11][CH2:8][C:6]1[CH:5]=[CH:4][CH:3]=[C:2]([CH3:1])[N:7]=1. The yield is 0.335. (3) The reactants are [Si]([O:8][CH2:9][C@@H:10]1[CH2:14][C:13]([CH3:15])=[CH:12][N:11]1[C:16]([C:18]1[CH:23]=[C:22]([O:24][CH3:25])[C:21]([O:26][Si:27]([CH:34]([CH3:36])[CH3:35])([CH:31]([CH3:33])[CH3:32])[CH:28]([CH3:30])[CH3:29])=[CH:20][C:19]=1[NH:37][C:38]([O:40][CH2:41][C:42]1[CH:47]=[CH:46][C:45]([NH:48][NH:49][CH:50]([CH3:66])[C:51]([NH:53][CH:54]([CH:63]([CH3:65])[CH3:64])[C:55](=[O:62])[C:56]([O:58][CH2:59][CH:60]=[CH2:61])=[O:57])=[O:52])=[CH:44][CH:43]=1)=[O:39])=[O:17])(C(C)(C)C)(C)C. The catalyst is C(O)(=O)C.CO.O1CCCC1.O.C(OCC)(=O)C. The product is [OH:8][CH2:9][C@@H:10]1[CH2:14][C:13]([CH3:15])=[CH:12][N:11]1[C:16]([C:18]1[CH:23]=[C:22]([O:24][CH3:25])[C:21]([O:26][Si:27]([CH:31]([CH3:32])[CH3:33])([CH:34]([CH3:35])[CH3:36])[CH:28]([CH3:30])[CH3:29])=[CH:20][C:19]=1[NH:37][C:38]([O:40][CH2:41][C:42]1[CH:43]=[CH:44][C:45]([NH:48][NH:49][CH:50]([CH3:66])[C:51]([NH:53][CH:54]([CH:63]([CH3:65])[CH3:64])[C:55](=[O:62])[C:56]([O:58][CH2:59][CH:60]=[CH2:61])=[O:57])=[O:52])=[CH:46][CH:47]=1)=[O:39])=[O:17]. The yield is 0.800. (4) The catalyst is C(O)(=O)C. The product is [CH2:1]([N:7]1[C:12](=[O:13])[C:11]2[S:14][CH:15]=[C:16]([C:17]3[CH:22]=[CH:21][CH:20]=[CH:19][CH:18]=3)[C:10]=2[N:9]=[CH:8]1)[CH2:2][CH2:3][CH3:4]. The reactants are [C:1]1([N:7]2[C:12](=[O:13])[C:11]3[S:14][CH:15]=[C:16]([C:17]4[CH:22]=[CH:21][CH:20]=[CH:19][CH:18]=4)[C:10]=3[N:9]=[CH:8]2)C=C[CH:4]=[CH:3][CH:2]=1.NC1C(C2C=CC=CC=2)=CSC=1C(OC)=O.C(OCC)(OCC)OCC.C(N)CCC. The yield is 0.752.